Dataset: Reaction yield outcomes from USPTO patents with 853,638 reactions. Task: Predict the reaction yield, written as a fraction of the theoretical maximum amount of product (1.0 means a 100% yield; for example, 0.34 means a 34% yield). The reactants are [CH3:1][S:2]([O:5][C:6]1[CH:7]=[C:8]2[C:13](=[CH:14][CH:15]=1)[C:12]([C:16](=[O:32])[C:17]1[CH:22]=[CH:21][C:20]([O:23][CH2:24][CH2:25][N:26]3[CH2:31][CH2:30][CH2:29][CH2:28][CH2:27]3)=[CH:19][CH:18]=1)=[C:11](OS(C(F)(F)F)(=O)=O)[CH:10]=[CH:9]2)(=[O:4])=[O:3].[CH3:41][S:42][C:43]1[CH:48]=[C:47]([F:49])[CH:46]=[CH:45][C:44]=1B(O)O.C1(P(C2CCCCC2)C2CCCCC2)CCCCC1.[F-].[Cs+]. The catalyst is C([O-])(=O)C.[Pd+2].C([O-])(=O)C. The product is [F:49][C:47]1[CH:46]=[CH:45][C:44]([C:11]2[C:12]([C:16](=[O:32])[C:17]3[CH:18]=[CH:19][C:20]([O:23][CH2:24][CH2:25][N:26]4[CH2:31][CH2:30][CH2:29][CH2:28][CH2:27]4)=[CH:21][CH:22]=3)=[C:13]3[C:8](=[CH:9][CH:10]=2)[CH:7]=[C:6]([O:5][S:2]([CH3:1])(=[O:3])=[O:4])[CH:15]=[CH:14]3)=[C:43]([S:42][CH3:41])[CH:48]=1. The yield is 0.920.